Dataset: Forward reaction prediction with 1.9M reactions from USPTO patents (1976-2016). Task: Predict the product of the given reaction. (1) The product is: [C:1]([O:4][C@@H:5]1[O:22][C@H:21]([CH2:23][I:28])[C@@H:16]([O:17][C:18](=[O:20])[CH3:19])[C@H:11]([O:12][C:13](=[O:15])[CH3:14])[C@H:6]1[O:7][C:8](=[O:10])[CH3:9])(=[O:3])[CH3:2]. Given the reactants [C:1]([O:4][C@@H:5]1[O:22][C@H:21]([CH2:23]S(C)(=O)=O)[C@@H:16]([O:17][C:18](=[O:20])[CH3:19])[C@H:11]([O:12][C:13](=[O:15])[CH3:14])[C@H:6]1[O:7][C:8](=[O:10])[CH3:9])(=[O:3])[CH3:2].[I-:28].[Na+], predict the reaction product. (2) Given the reactants [Cl:1][C:2]1[C:7]([O:8][CH3:9])=[CH:6][N:5]=[C:4]2[NH:10][CH:11]=[CH:12][C:3]=12.[H-].[Na+].[C:15]1([S:21](Cl)(=[O:23])=[O:22])[CH:20]=[CH:19][CH:18]=[CH:17][CH:16]=1.O, predict the reaction product. The product is: [Cl:1][C:2]1[C:7]([O:8][CH3:9])=[CH:6][N:5]=[C:4]2[N:10]([S:21]([C:15]3[CH:20]=[CH:19][CH:18]=[CH:17][CH:16]=3)(=[O:23])=[O:22])[CH:11]=[CH:12][C:3]=12. (3) Given the reactants Cl.Cl.Cl.[S:4]1[C:12]2[CH:11]=[CH:10][N:9]=[C:8]([N:13]3[CH2:18][CH2:17][N:16]([CH2:19][CH2:20][C@H:21]4[CH2:26][CH2:25][C@H:24]([NH2:27])[CH2:23][CH2:22]4)[CH2:15][CH2:14]3)[C:7]=2[CH:6]=[CH:5]1.[O:28]1[CH2:33][CH2:32][CH:31]([C:34](O)=[O:35])[CH2:30][CH2:29]1, predict the reaction product. The product is: [S:4]1[C:12]2[CH:11]=[CH:10][N:9]=[C:8]([N:13]3[CH2:18][CH2:17][N:16]([CH2:19][CH2:20][C@H:21]4[CH2:26][CH2:25][C@H:24]([NH:27][C:34]([CH:31]5[CH2:32][CH2:33][O:28][CH2:29][CH2:30]5)=[O:35])[CH2:23][CH2:22]4)[CH2:15][CH2:14]3)[C:7]=2[CH:6]=[CH:5]1. (4) Given the reactants [ClH:1].Cl.[C:3]1([C:35]2[CH:40]=[CH:39][CH:38]=[CH:37][CH:36]=2)[CH:8]=[CH:7][CH:6]=[CH:5][C:4]=1[CH2:9][C:10]([N:12]1[CH2:16][CH2:15][C@H:14]([NH:17][C:18]2[N:27]=[C:26]([N:28]3[CH2:34][CH2:33][CH2:32][NH:31][CH2:30][CH2:29]3)[C:25]3[C:20](=[CH:21][CH:22]=[CH:23][CH:24]=3)[N:19]=2)[CH2:13]1)=[O:11].N1C=CC=CC=1.[C:47](OC(=O)C)(=[O:49])[CH3:48], predict the reaction product. The product is: [ClH:1].[C:47]([N:31]1[CH2:32][CH2:33][CH2:34][N:28]([C:26]2[C:25]3[C:20](=[CH:21][CH:22]=[CH:23][CH:24]=3)[N:19]=[C:18]([NH:17][C@H:14]3[CH2:15][CH2:16][N:12]([C:10](=[O:11])[CH2:9][C:4]4[CH:5]=[CH:6][CH:7]=[CH:8][C:3]=4[C:35]4[CH:40]=[CH:39][CH:38]=[CH:37][CH:36]=4)[CH2:13]3)[N:27]=2)[CH2:29][CH2:30]1)(=[O:49])[CH3:48]. (5) Given the reactants [OH:1]/[N:2]=[C:3](/[C:6]1[CH:11]=[CH:10][CH:9]=[CH:8][CH:7]=1)\[C:4]#[N:5].[I-].[K+].C(=O)([O-])[O-].[Cs+].[Cs+].Cl[CH2:21][C:22]1[N:27]=[C:26]([NH:28][C:29](=[O:35])[O:30][C:31]([CH3:34])([CH3:33])[CH3:32])[CH:25]=[CH:24][CH:23]=1, predict the reaction product. The product is: [C:4](/[C:3](=[N:2]\[O:1][CH2:21][C:22]1[N:27]=[C:26]([NH:28][C:29](=[O:35])[O:30][C:31]([CH3:33])([CH3:32])[CH3:34])[CH:25]=[CH:24][CH:23]=1)/[C:6]1[CH:11]=[CH:10][CH:9]=[CH:8][CH:7]=1)#[N:5]. (6) Given the reactants [OH-].[Na+].[CH3:3][C:4]1[NH:5][CH:6]=[CH:7][CH:8]=1.Cl.Cl[CH2:11][CH2:12][NH2:13], predict the reaction product. The product is: [CH3:3][C:4]1[N:5]([CH2:11][CH2:12][NH2:13])[CH:6]=[CH:7][CH:8]=1.